Task: Predict the reactants needed to synthesize the given product.. Dataset: Full USPTO retrosynthesis dataset with 1.9M reactions from patents (1976-2016) (1) Given the product [OH2:4].[OH2:10].[ClH:22].[OH:4][C:3]1[NH:5][CH:9]=[N:1][C:2]=1[C:6]([NH2:8])=[O:7], predict the reactants needed to synthesize it. The reactants are: [NH2:1][CH:2]([C:6]([NH2:8])=[O:7])[C:3]([NH2:5])=[O:4].[CH:9](O)=[O:10].C(OCC)(OCC)OCC.[ClH:22]. (2) Given the product [Cl:1][C:2]1[CH:3]=[C:4]([CH:14]=[CH:15][C:16]=1[Cl:17])[CH2:5][N:6]1[CH2:11][CH2:10][O:9][CH:8]([CH2:12][NH:13][C:26](=[O:27])[CH2:25][C:22]2[CH:23]=[CH:24][C:19]([F:18])=[CH:20][C:21]=2[CH3:29])[CH2:7]1, predict the reactants needed to synthesize it. The reactants are: [Cl:1][C:2]1[CH:3]=[C:4]([CH:14]=[CH:15][C:16]=1[Cl:17])[CH2:5][N:6]1[CH2:11][CH2:10][O:9][CH:8]([CH2:12][NH2:13])[CH2:7]1.[F:18][C:19]1[CH:24]=[CH:23][C:22]([CH2:25][C:26](O)=[O:27])=[C:21]([CH3:29])[CH:20]=1. (3) Given the product [NH:21]1[C:22]2[C:27](=[CH:26][CH:25]=[CH:24][CH:23]=2)[CH:19]([CH2:18][CH2:17][N:4]2[CH2:5][CH2:6][N:1]([C:7]3[CH:8]=[C:9]4[C:13](=[CH:14][CH:15]=3)[NH:12][CH:11]=[CH:10]4)[CH2:2][CH2:3]2)[CH2:20]1, predict the reactants needed to synthesize it. The reactants are: [N:1]1([C:7]2[CH:8]=[C:9]3[C:13](=[CH:14][CH:15]=2)[NH:12][CH:11]=[CH:10]3)[CH2:6][CH2:5][NH:4][CH2:3][CH2:2]1.Br[CH2:17][CH2:18][CH:19]1[C:27]2[C:22](=[CH:23][CH:24]=[CH:25][CH:26]=2)[N:21](C(=O)C)[CH2:20]1. (4) The reactants are: [CH:1]([CH:4]1[CH2:9][CH2:8][C:7]([C:10]2[O:14][N:13]=[C:12]([C:15]([O:17]CC)=[O:16])[C:11]=2[CH3:20])=[CH:6][CH2:5]1)([CH3:3])[CH3:2].CO.[OH-].[Na+]. Given the product [CH:1]([CH:4]1[CH2:9][CH2:8][C:7]([C:10]2[O:14][N:13]=[C:12]([C:15]([OH:17])=[O:16])[C:11]=2[CH3:20])=[CH:6][CH2:5]1)([CH3:3])[CH3:2], predict the reactants needed to synthesize it. (5) Given the product [Cl:27][CH2:10][C:9]1[C:4]([CH:1]2[CH2:3][CH2:2]2)=[N:5][C:6]([C:15]2[CH:16]=[CH:17][C:18]([C:21]([F:23])([F:24])[F:22])=[CH:19][CH:20]=2)=[N:7][C:8]=1[CH2:12][O:13][CH3:14], predict the reactants needed to synthesize it. The reactants are: [CH:1]1([C:4]2[C:9]([CH2:10]O)=[C:8]([CH2:12][O:13][CH3:14])[N:7]=[C:6]([C:15]3[CH:20]=[CH:19][C:18]([C:21]([F:24])([F:23])[F:22])=[CH:17][CH:16]=3)[N:5]=2)[CH2:3][CH2:2]1.S(Cl)([Cl:27])=O. (6) The reactants are: [C:1]([C:6]1[CH:7]=[CH:8][C:9]2[N:10]([C:12]([C:15]3[CH:20]=[CH:19][C:18]([CH2:21][NH2:22])=[CH:17][CH:16]=3)=[CH:13][N:14]=2)[N:11]=1)#[C:2][CH2:3][CH2:4][CH3:5].CC(O)=O.C(O)(C(F)(F)F)=O. Given the product [CH2:1]([C:6]1[CH:7]=[CH:8][C:9]2[N:10]([C:12]([C:15]3[CH:16]=[CH:17][C:18]([CH2:21][NH2:22])=[CH:19][CH:20]=3)=[CH:13][N:14]=2)[N:11]=1)[CH2:2][CH2:3][CH2:4][CH3:5], predict the reactants needed to synthesize it. (7) Given the product [Cl:26][C:27]1[C:35]2[C:30](=[CH:31][C:32]([S:36]([NH:1][C@H:2]3[CH2:6][CH2:5][N:4]([C:7]4[CH:24]=[CH:23][C:10]5[CH2:11][CH2:12][N:13]([C:16]([O:18][C:19]([CH3:20])([CH3:21])[CH3:22])=[O:17])[CH2:14][CH2:15][C:9]=5[CH:8]=4)[C:3]3=[O:25])(=[O:37])=[O:38])=[CH:33][CH:34]=2)[NH:29][CH:28]=1, predict the reactants needed to synthesize it. The reactants are: [NH2:1][C@H:2]1[CH2:6][CH2:5][N:4]([C:7]2[CH:24]=[CH:23][C:10]3[CH2:11][CH2:12][N:13]([C:16]([O:18][C:19]([CH3:22])([CH3:21])[CH3:20])=[O:17])[CH2:14][CH2:15][C:9]=3[CH:8]=2)[C:3]1=[O:25].[Cl:26][C:27]1[C:35]2[C:30](=[CH:31][C:32]([S:36](Cl)(=[O:38])=[O:37])=[CH:33][CH:34]=2)[N:29]([Si](C(C)C)(C(C)C)C(C)C)[CH:28]=1.